Task: Predict the reaction yield, written as a fraction of the theoretical maximum amount of product (1.0 means a 100% yield; for example, 0.34 means a 34% yield).. Dataset: Reaction yield outcomes from USPTO patents with 853,638 reactions (1) The reactants are [C:1](Cl)(=[O:8])[C:2]1[CH:7]=[CH:6][CH:5]=[CH:4][CH:3]=1.[Cl-].[Al+3].[Cl-].[Cl-].[CH3:14][C:15]1[O:16][CH:17]=[CH:18][C:19]=1[CH3:20].Cl. The catalyst is C(=S)=S. The product is [CH3:20][C:19]1[CH:18]=[C:17]([C:1]([C:2]2[CH:7]=[CH:6][CH:5]=[CH:4][CH:3]=2)=[O:8])[O:16][C:15]=1[CH3:14]. The yield is 0.250. (2) The reactants are C([Sn](CCCC)(CCCC)[C:6]1[S:7][CH:8]=[CH:9][N:10]=1)CCC.[Br:19][C:20]1[CH:25]=[CH:24][C:23](I)=[CH:22][C:21]=1[O:27][CH3:28].[F-].[K+]. The catalyst is O1CCOCC1.C(Cl)Cl.C1C=CC(P(C2C=CC=CC=2)[C-]2C=CC=C2)=CC=1.C1C=CC(P(C2C=CC=CC=2)[C-]2C=CC=C2)=CC=1.Cl[Pd]Cl.[Fe+2].C(Cl)Cl. The product is [Br:19][C:20]1[CH:25]=[CH:24][C:23]([C:6]2[S:7][CH:8]=[CH:9][N:10]=2)=[CH:22][C:21]=1[O:27][CH3:28]. The yield is 0.717. (3) The reactants are [O:1]1[CH:5]=[CH:4][CH:3]=[C:2]1[C:6]1[O:7][C:8]([CH3:36])=[C:9]([CH2:11][O:12][C:13]2[CH:33]=[CH:32][C:16]([CH2:17][O:18][C:19]3[C:23]([CH:24]=O)=[CH:22][N:21]([C:26]4[CH:31]=[CH:30][CH:29]=[CH:28][CH:27]=4)[N:20]=3)=[CH:15][C:14]=2[O:34][CH3:35])[N:10]=1.[CH2:37]([P:46](=[O:53])([O:50][CH2:51][CH3:52])[O:47][CH2:48][CH3:49])P(=O)(OCC)OCC.[H-].[Na+].Cl. The catalyst is O.CN(C)C=O. The product is [O:1]1[CH:5]=[CH:4][CH:3]=[C:2]1[C:6]1[O:7][C:8]([CH3:36])=[C:9]([CH2:11][O:12][C:13]2[CH:33]=[CH:32][C:16]([CH2:17][O:18][C:19]3[C:23](/[CH:24]=[CH:37]\[P:46](=[O:53])([O:47][CH2:48][CH3:49])[O:50][CH2:51][CH3:52])=[CH:22][N:21]([C:26]4[CH:27]=[CH:28][CH:29]=[CH:30][CH:31]=4)[N:20]=3)=[CH:15][C:14]=2[O:34][CH3:35])[N:10]=1. The yield is 0.0500. (4) The reactants are [NH2:1][N:2]1[CH:6]=[CH:5][CH:4]=[C:3]1[C:7]([O:9][CH3:10])=[O:8].[C:11]([O:15][C:16]([NH:18][C@@H:19]([CH3:23])[C:20](O)=[O:21])=[O:17])([CH3:14])([CH3:13])[CH3:12].C(N(C(C)C)CC)(C)C.C(P1(=O)OP(CCC)(=O)OP(CCC)(=O)O1)CC. The catalyst is C(OCC)(=O)C. The product is [C:11]([O:15][C:16]([NH:18][CH:19]([CH3:23])[C:20]([NH:1][N:2]1[CH:6]=[CH:5][CH:4]=[C:3]1[C:7]([O:9][CH3:10])=[O:8])=[O:21])=[O:17])([CH3:14])([CH3:13])[CH3:12]. The yield is 0.830. (5) The product is [F:38][C:35]([F:36])([F:37])[C:33]1[CH:32]=[CH:31][C:29]2[N:30]=[C:26]([NH:1][C:2]3[CH:3]=[CH:4][C:5]([C:8]4[CH:13]=[CH:12][C:11]([C:14]([C@@H:16]5[CH2:20][CH2:19][CH2:18][C@H:17]5[C:21]([OH:23])=[O:22])=[O:15])=[CH:10][CH:9]=4)=[CH:6][CH:7]=3)[S:27][C:28]=2[CH:34]=1. The reactants are [NH2:1][C:2]1[CH:7]=[CH:6][C:5]([C:8]2[CH:13]=[CH:12][C:11]([C:14]([C@@H:16]3[CH2:20][CH2:19][CH2:18][C@H:17]3[C:21]([O:23]C)=[O:22])=[O:15])=[CH:10][CH:9]=2)=[CH:4][CH:3]=1.Cl[C:26]1[S:27][C:28]2[CH:34]=[C:33]([C:35]([F:38])([F:37])[F:36])[CH:32]=[CH:31][C:29]=2[N:30]=1.Cl. The yield is 0.130. The catalyst is C(O)CCC.O1CCOCC1.C(OCC)C.